This data is from Peptide-MHC class II binding affinity with 134,281 pairs from IEDB. The task is: Regression. Given a peptide amino acid sequence and an MHC pseudo amino acid sequence, predict their binding affinity value. This is MHC class II binding data. (1) The peptide sequence is GFGMLLRKYGIAAENVIDVK. The MHC is HLA-DQA10101-DQB10501 with pseudo-sequence HLA-DQA10101-DQB10501. The binding affinity (normalized) is 0.551. (2) The peptide sequence is VGLRVVCAKYAL. The MHC is DRB1_0405 with pseudo-sequence DRB1_0405. The binding affinity (normalized) is 0.388. (3) The binding affinity (normalized) is 0.138. The MHC is HLA-DPA10201-DPB10501 with pseudo-sequence HLA-DPA10201-DPB10501. The peptide sequence is PISVTAPPPQLPRPP. (4) The peptide sequence is AFKVAALAANAAPAN. The binding affinity (normalized) is 0.931. The MHC is HLA-DPA10201-DPB11401 with pseudo-sequence HLA-DPA10201-DPB11401. (5) The peptide sequence is AGQISVQPTFSVQRN. The MHC is DRB1_0404 with pseudo-sequence DRB1_0404. The binding affinity (normalized) is 0.778. (6) The peptide sequence is ALTGAMRVTKDTNDN. The MHC is DRB1_0901 with pseudo-sequence DRB1_0901. The binding affinity (normalized) is 0.148.